From a dataset of Catalyst prediction with 721,799 reactions and 888 catalyst types from USPTO. Predict which catalyst facilitates the given reaction. (1) Reactant: C([Li])CCC.CN(C)CCN(C)C.[F:14][C:15]1[CH:16]=[N:17][CH:18]=[CH:19][CH:20]=1.CN(C)[CH:23]=[O:24]. Product: [F:14][C:15]1[C:16]([CH:23]=[O:24])=[N:17][CH:18]=[CH:19][CH:20]=1. The catalyst class is: 757. (2) Reactant: [F:1][C:2]1[CH:7]=[C:6]([F:8])[CH:5]=[CH:4][C:3]=1[C:9]1[CH:14]=[CH:13][CH:12]=[C:11]([NH:15][C:16]([C:18]2[NH:19][C:20]3[C:25]([CH:26]=2)=[CH:24][CH:23]=[C:22]([N+:27]([O-:29])=[O:28])[CH:21]=3)=[O:17])[CH:10]=1.[CH3:30][C:31]([O:34][C:35](O[C:35]([O:34][C:31]([CH3:33])([CH3:32])[CH3:30])=[O:36])=[O:36])([CH3:33])[CH3:32].CCN(CC)CC. Product: [F:1][C:2]1[CH:7]=[C:6]([F:8])[CH:5]=[CH:4][C:3]=1[C:9]1[CH:14]=[CH:13][CH:12]=[C:11]([NH:15][C:16]([C:18]2[N:19]([C:35]([O:34][C:31]([CH3:33])([CH3:32])[CH3:30])=[O:36])[C:20]3[C:25]([CH:26]=2)=[CH:24][CH:23]=[C:22]([N+:27]([O-:29])=[O:28])[CH:21]=3)=[O:17])[CH:10]=1. The catalyst class is: 3.